From a dataset of Catalyst prediction with 721,799 reactions and 888 catalyst types from USPTO. Predict which catalyst facilitates the given reaction. (1) Reactant: [NH2:1][C:2]1[CH:7]=[CH:6][C:5]([O:8][CH3:9])=[CH:4][C:3]=1[NH:10][C:11](=O)[C:12]1[CH:17]=[C:16]([Br:18])[CH:15]=[CH:14][C:13]=1[F:19]. Product: [Br:18][C:16]1[CH:15]=[CH:14][C:13]([F:19])=[C:12]([C:11]2[NH:1][C:2]3[CH:7]=[CH:6][C:5]([O:8][CH3:9])=[CH:4][C:3]=3[N:10]=2)[CH:17]=1. The catalyst class is: 15. (2) Reactant: [CH3:1][C:2]([CH3:15])([O:4][C:5]([NH:7][C@@H:8]([CH2:12][CH2:13][CH3:14])[C:9]([OH:11])=O)=[O:6])[CH3:3].C(N1C=CN=C1)(N1C=CN=C1)=O.Cl.[NH2:29][C@@H:30]([CH:42]([CH3:44])[CH3:43])[CH2:31][NH:32][C:33](=[O:41])[C:34]1[CH:39]=[CH:38][C:37]([CH3:40])=[CH:36][CH:35]=1.C(N(CC)CC)C. Product: [CH3:43][CH:42]([CH3:44])[C@H:30]([NH:29][C:9](=[O:11])[C@@H:8]([NH:7][C:5]([O:4][C:2]([CH3:1])([CH3:3])[CH3:15])=[O:6])[CH2:12][CH2:13][CH3:14])[CH2:31][NH:32][C:33](=[O:41])[C:34]1[CH:35]=[CH:36][C:37]([CH3:40])=[CH:38][CH:39]=1. The catalyst class is: 4.